From a dataset of Full USPTO retrosynthesis dataset with 1.9M reactions from patents (1976-2016). Predict the reactants needed to synthesize the given product. Given the product [C:22]([C:21]1[CH:24]=[C:17]([C:15]2[S:16][C:12]([C:4]3[C:3]([CH2:1][CH3:2])=[C:8]([CH2:9][CH2:10][N:29]4[CH2:36][CH2:35][CH2:34][C@H:30]4[C:31]([OH:33])=[O:32])[CH:7]=[CH:6][CH:5]=3)=[CH:13][N:14]=2)[CH:18]=[CH:19][C:20]=1[O:25][CH:26]([CH3:28])[CH3:27])#[N:23], predict the reactants needed to synthesize it. The reactants are: [CH2:1]([C:3]1[C:8]([CH2:9][CH:10]=O)=[CH:7][CH:6]=[CH:5][C:4]=1[C:12]1[S:16][C:15]([C:17]2[CH:18]=[CH:19][C:20]([O:25][CH:26]([CH3:28])[CH3:27])=[C:21]([CH:24]=2)[C:22]#[N:23])=[N:14][CH:13]=1)[CH3:2].[NH:29]1[CH2:36][CH2:35][CH2:34][C@H:30]1[C:31]([OH:33])=[O:32].C(O)(=O)C.C([BH3-])#N.[Na+].